This data is from NCI-60 drug combinations with 297,098 pairs across 59 cell lines. The task is: Regression. Given two drug SMILES strings and cell line genomic features, predict the synergy score measuring deviation from expected non-interaction effect. (1) Drug 1: C1=NC2=C(N1)C(=S)N=CN2. Drug 2: C(CC(=O)O)C(=O)CN.Cl. Cell line: K-562. Synergy scores: CSS=54.3, Synergy_ZIP=1.97, Synergy_Bliss=-3.74, Synergy_Loewe=-40.1, Synergy_HSA=-2.76. (2) Drug 1: CC1C(C(CC(O1)OC2CC(OC(C2O)C)OC3=CC4=CC5=C(C(=O)C(C(C5)C(C(=O)C(C(C)O)O)OC)OC6CC(C(C(O6)C)O)OC7CC(C(C(O7)C)O)OC8CC(C(C(O8)C)O)(C)O)C(=C4C(=C3C)O)O)O)O. Drug 2: CN(C(=O)NC(C=O)C(C(C(CO)O)O)O)N=O. Cell line: OVCAR-4. Synergy scores: CSS=47.3, Synergy_ZIP=-0.0447, Synergy_Bliss=-0.904, Synergy_Loewe=-56.4, Synergy_HSA=-0.893.